This data is from Forward reaction prediction with 1.9M reactions from USPTO patents (1976-2016). The task is: Predict the product of the given reaction. (1) Given the reactants [CH3:1][C:2]1([CH3:10])[O:9][C:7](=[O:8])[CH2:6][C:4](=[O:5])[O:3]1.[CH2:11]=[C:12]1[O:16][C:14](=[O:15])[CH2:13]1, predict the reaction product. The product is: [OH:15][C:14](=[C:6]1[C:7](=[O:8])[O:9][C:2]([CH3:10])([CH3:1])[O:3][C:4]1=[O:5])[CH2:13][C:12](=[O:16])[CH3:11]. (2) Given the reactants OO.[C@@H:3]1([N:12]2[CH:19]=[N:18][C:16]([NH2:17])=[N:15][C:13]2=[O:14])[O:11][C@H:8]([CH2:9][OH:10])[C@@H:6]([OH:7])[C@H:4]1O.[C:20]([O-:25])(=O)CCC.[Na+].C(O)[C:28]([NH2:33])(CO)CO.Cl, predict the reaction product. The product is: [O:25]=[C:20]1[N:33]=[C:28]2[C:19](=[N:18][C:16]([NH2:17])=[N:15][C:13]2=[O:14])[N:12]1[C@@H:3]1[O:11][C@H:8]([CH2:9][OH:10])[C@@H:6]([OH:7])[CH2:4]1. (3) Given the reactants [F-].C([N+](CCCC)(CCCC)CCCC)CCC.[N:19]1[CH:24]=[C:23]([C:25]2[CH:32]=[CH:31][CH:30]=[CH:29][C:26]=2[CH:27]=[O:28])[CH:22]=[N:21][CH:20]=1.[F:33][C:34]([Si](C)(C)C)([F:36])[F:35].Cl, predict the reaction product. The product is: [F:33][C:34]([F:36])([F:35])[CH:27]([C:26]1[CH:29]=[CH:30][CH:31]=[CH:32][C:25]=1[C:23]1[CH:24]=[N:19][CH:20]=[N:21][CH:22]=1)[OH:28]. (4) Given the reactants [C:1]1([C:7]2[CH:12]=[CH:11][CH:10]=[CH:9][C:8]=2[S:13][CH2:14][C:15]([OH:32])([CH3:31])[C:16]([NH:18][C:19]2[CH:24]=[CH:23][C:22]([C:25]#[N:26])=[C:21]([C:27]([F:30])([F:29])[F:28])[CH:20]=2)=[O:17])[CH:6]=[CH:5][CH:4]=[CH:3][CH:2]=1.OO.FC(F)(F)C(OC(=O)C(F)(F)F)=[O:38].[OH2:48], predict the reaction product. The product is: [C:1]1([C:7]2[CH:12]=[CH:11][CH:10]=[CH:9][C:8]=2[S:13]([CH2:14][C:15]([OH:32])([CH3:31])[C:16]([NH:18][C:19]2[CH:24]=[CH:23][C:22]([C:25]#[N:26])=[C:21]([C:27]([F:28])([F:29])[F:30])[CH:20]=2)=[O:17])(=[O:38])=[O:48])[CH:2]=[CH:3][CH:4]=[CH:5][CH:6]=1. (5) The product is: [C:37]([O:36][C:34]([N:22]1[CH2:23][CH2:24][CH:19]([C:17](=[O:18])[C:16]2[CH:15]=[CH:14][C:13]([F:12])=[CH:26][CH:25]=2)[CH2:20][CH2:21]1)=[O:35])([CH3:40])([CH3:39])[CH3:38]. Given the reactants C1(C)C=CC(S(O)(=O)=O)=CC=1.[F:12][C:13]1[CH:26]=[CH:25][C:16]([C:17]([CH:19]2[CH2:24][CH2:23][NH:22][CH2:21][CH2:20]2)=[O:18])=[CH:15][CH:14]=1.C(N(CC)CC)C.[C:34](OC([O-])=O)([O:36][C:37]([CH3:40])([CH3:39])[CH3:38])=[O:35], predict the reaction product.